From a dataset of Reaction yield outcomes from USPTO patents with 853,638 reactions. Predict the reaction yield, written as a fraction of the theoretical maximum amount of product (1.0 means a 100% yield; for example, 0.34 means a 34% yield). The reactants are [NH2:1][C:2]1[N:3]=[CH:4][C:5]2[CH2:11][N:10]([C:12]3[C:13](=[O:19])[NH:14][CH:15]=[CH:16][C:17]=3[CH3:18])[CH2:9][CH2:8][C:6]=2[N:7]=1.I[C:21]1[CH:29]=[CH:28][C:24]([N:25]([CH3:27])[CH3:26])=[CH:23][CH:22]=1.CNCCNC.P([O-])([O-])([O-])=O.[K+].[K+].[K+]. The catalyst is CN1CCCC1=O.[Cu](I)I. The product is [NH2:1][C:2]1[N:3]=[CH:4][C:5]2[CH2:11][N:10]([C:12]3[C:13](=[O:19])[N:14]([C:21]4[CH:29]=[CH:28][C:24]([N:25]([CH3:27])[CH3:26])=[CH:23][CH:22]=4)[CH:15]=[CH:16][C:17]=3[CH3:18])[CH2:9][CH2:8][C:6]=2[N:7]=1. The yield is 0.390.